This data is from Reaction yield outcomes from USPTO patents with 853,638 reactions. The task is: Predict the reaction yield, written as a fraction of the theoretical maximum amount of product (1.0 means a 100% yield; for example, 0.34 means a 34% yield). (1) The reactants are [CH:1]1([N:7]([CH:18]2[CH2:23][CH2:22][CH2:21][CH2:20][CH2:19]2)[C:8]([NH:10][C:11]2[S:12][C:13]([CH:16]=O)=[CH:14][N:15]=2)=[O:9])[CH2:6][CH2:5][CH2:4][CH2:3][CH2:2]1.Cl.[C:25]([O:29][C:30](=[O:33])[CH2:31][NH2:32])([CH3:28])([CH3:27])[CH3:26].C(O[BH-](OC(=O)C)OC(=O)C)(=O)C.[Na+]. No catalyst specified. The product is [C:25]([O:29][C:30](=[O:33])[CH2:31][NH:32][CH2:16][C:13]1[S:12][C:11]([NH:10][C:8]([N:7]([CH:18]2[CH2:19][CH2:20][CH2:21][CH2:22][CH2:23]2)[CH:1]2[CH2:6][CH2:5][CH2:4][CH2:3][CH2:2]2)=[O:9])=[N:15][CH:14]=1)([CH3:28])([CH3:27])[CH3:26]. The yield is 0.680. (2) The reactants are CCN(CC)CC.[C:8]([O:12][C:13]([NH:15][C:16](=[N:22][C:23](=[O:29])[O:24][C:25]([CH3:28])([CH3:27])[CH3:26])N1C=CC=N1)=[O:14])([CH3:11])([CH3:10])[CH3:9].[NH2:30][CH2:31][C:32]1([C:35]2[O:39][C:38]([CH:40]3[CH2:46][CH2:45][C@@H:44]4[CH2:47][N:41]3[C:42](=[O:56])[N:43]4[O:48][CH2:49][C:50]3[CH:55]=[CH:54][CH:53]=[CH:52][CH:51]=3)=[N:37][N:36]=2)[CH2:34][CH2:33]1. The catalyst is CO. The product is [C:25]([O:24][C:23]([N:22]=[C:16]([NH:15][C:13]([O:12][C:8]([CH3:11])([CH3:10])[CH3:9])=[O:14])[NH:30][CH2:31][C:32]1([C:35]2[O:39][C:38]([CH:40]3[CH2:46][CH2:45][C@@H:44]4[CH2:47][N:41]3[C:42](=[O:56])[N:43]4[O:48][CH2:49][C:50]3[CH:55]=[CH:54][CH:53]=[CH:52][CH:51]=3)=[N:37][N:36]=2)[CH2:33][CH2:34]1)=[O:29])([CH3:28])([CH3:27])[CH3:26]. The yield is 0.860. (3) The reactants are [Cl:1][C:2]1[C:7]([N+:8]([O-])=O)=[C:6]([NH2:11])[CH:5]=[C:4]([Cl:12])[N:3]=1.O.Cl. The catalyst is C(O)C.[Fe]. The product is [Cl:1][C:2]1[C:7]([NH2:8])=[C:6]([NH2:11])[CH:5]=[C:4]([Cl:12])[N:3]=1. The yield is 0.865. (4) The product is [NH2:13][C:12]1[CH:14]=[CH:15][CH:16]=[CH:17][C:11]=1[N:1]1[C:9]2[C:4](=[CH:5][CH:6]=[CH:7][CH:8]=2)[CH:3]=[CH:2]1. The yield is 0.710. The reactants are [NH:1]1[C:9]2[C:4](=[CH:5][CH:6]=[CH:7][CH:8]=2)[CH:3]=[CH:2]1.Br[C:11]1[CH:17]=[CH:16][CH:15]=[CH:14][C:12]=1[NH2:13].[O-]P([O-])([O-])=O.[K+].[K+].[K+].CN[C@@H]1CCCC[C@H]1NC. The catalyst is [Cu]I.CCCCCC.C(OCC)(=O)C.C1(C)C=CC=CC=1. (5) The reactants are [CH2:1]([O:3][C:4]([C:6]1[N:7]=[CH:8][N:9]2[C:15]=1[CH:14]([CH3:16])[N:13]=[C:12]([C:17]1[CH:22]=[CH:21][CH:20]=[CH:19][CH:18]=1)[C:11]1[CH:23]=[C:24](Br)[CH:25]=[CH:26][C:10]2=1)=[O:5])[CH3:2].[CH3:28][Si:29]([C:32]#[CH:33])([CH3:31])[CH3:30]. The catalyst is C(#N)C.CC([O-])=O.CC([O-])=O.C1C=CC(P(C2C=CC=CC=2)C2C=CC=CC=2)=CC=1.C1C=CC(P(C2C=CC=CC=2)C2C=CC=CC=2)=CC=1.[Pd+2]. The product is [CH2:1]([O:3][C:4]([C:6]1[N:7]=[CH:8][N:9]2[C:15]=1[CH:14]([CH3:16])[N:13]=[C:12]([C:17]1[CH:22]=[CH:21][CH:20]=[CH:19][CH:18]=1)[C:11]1[CH:23]=[C:24]([C:33]#[C:32][Si:29]([CH3:31])([CH3:30])[CH3:28])[CH:25]=[CH:26][C:10]2=1)=[O:5])[CH3:2]. The yield is 0.833. (6) The reactants are Cl[C:2]1[NH:6][C:5]2[C:7]([CH:12]([CH2:15][CH3:16])[CH2:13][CH3:14])=[CH:8][CH:9]=[C:10]([Cl:11])[C:4]=2[N:3]=1.[Cl:17][C:18]1[CH:24]=[C:23]([Cl:25])[CH:22]=[C:21]([CH3:26])[C:19]=1[NH2:20].CN1CCCC1=O. The catalyst is O. The product is [Cl:11][C:10]1[C:4]2[N:3]=[C:2]([NH:20][C:19]3[C:21]([CH3:26])=[CH:22][C:23]([Cl:25])=[CH:24][C:18]=3[Cl:17])[NH:6][C:5]=2[C:7]([CH:12]([CH2:15][CH3:16])[CH2:13][CH3:14])=[CH:8][CH:9]=1. The yield is 0.0570. (7) The reactants are Br[C:2]1[C:3]2[N:4]([CH:8]=[C:9]([C:11]3[CH:16]=[CH:15][C:14]([CH2:17][C@H:18]([NH:22][C:23](=[O:36])[C:24]4[CH:29]=[CH:28][C:27]([O:30][CH:31]([CH3:33])[CH3:32])=[C:26]([C:34]#[N:35])[CH:25]=4)[CH2:19][CH2:20][OH:21])=[CH:13][CH:12]=3)[N:10]=2)[CH:5]=[CH:6][CH:7]=1.[CH3:37][C:38]1[C:42](B(O)O)=[C:41]([CH3:46])[O:40][N:39]=1.C([O-])([O-])=O.[K+].[K+]. The catalyst is CN(C=O)C. The product is [C:34]([C:26]1[CH:25]=[C:24]([CH:29]=[CH:28][C:27]=1[O:30][CH:31]([CH3:32])[CH3:33])[C:23]([NH:22][C@@H:18]([CH2:17][C:14]1[CH:15]=[CH:16][C:11]([C:9]2[N:10]=[C:3]3[C:2]([C:42]4[C:38]([CH3:37])=[N:39][O:40][C:41]=4[CH3:46])=[CH:7][CH:6]=[CH:5][N:4]3[CH:8]=2)=[CH:12][CH:13]=1)[CH2:19][CH2:20][OH:21])=[O:36])#[N:35]. The yield is 0.220.